This data is from Forward reaction prediction with 1.9M reactions from USPTO patents (1976-2016). The task is: Predict the product of the given reaction. (1) Given the reactants O[C:2]1[CH:15]=[CH:14][C:5]([C:6]([C:8]2[CH:13]=[CH:12][CH:11]=[CH:10][CH:9]=2)=[O:7])=[CH:4][CH:3]=1.C(C1C(O)=C(C(C)(C)C)C=C(C)C=1)(C)(C)C.C(Cl)Cl.C1CCC(N=C=NC2CCCCC2)CC1.C(Cl)Cl, predict the reaction product. The product is: [C:6]([C:8]1[CH:13]=[CH:12][CH:11]=[CH:10][CH:9]=1)(=[O:7])[C:5]1[CH:14]=[CH:15][CH:2]=[CH:3][CH:4]=1. (2) The product is: [N:14]([N:7]([C:1]1[CH:2]=[CH:3][CH:4]=[CH:5][CH:6]=1)[C:8]1[CH:9]=[CH:10][CH:11]=[CH:12][CH:13]=1)=[O:15]. Given the reactants [C:1]1([NH:7][C:8]2[CH:13]=[CH:12][CH:11]=[CH:10][CH:9]=2)[CH:6]=[CH:5][CH:4]=[CH:3][CH:2]=1.[N:14]([O-])=[O:15], predict the reaction product. (3) The product is: [CH3:1][O:3][C:28]([C:27]1[C:16]([CH3:17])=[C:15]2[C:21]([CH:20]=[CH:19][NH:10]2)=[CH:25][C:26]=1[F:5])=[O:24]. Given the reactants [C:1](Cl)(=[O:3])C.[F-:5].C([N+:10]([CH2:19][CH2:20][CH2:21]C)([CH2:15][CH2:16][CH2:17]C)CCCC)CCC.O.[O:24]1[CH2:28][CH2:27][CH2:26][CH2:25]1, predict the reaction product.